This data is from Forward reaction prediction with 1.9M reactions from USPTO patents (1976-2016). The task is: Predict the product of the given reaction. (1) Given the reactants [NH2:1][C:2]1[CH:15]=[CH:14][CH:13]=[CH:12][C:3]=1[C:4]([C:6]1[CH:11]=[CH:10][CH:9]=[CH:8][CH:7]=1)=O.[C:16]([C:19]1[S:23][C:22]([CH2:24][C:25]([O:27][CH3:28])=[O:26])=[CH:21][CH:20]=1)(=O)[CH3:17].C(O)(=O)CC(CC(O)=O)(C(O)=O)O.C(OCC)(=O)C.CCCCCCC, predict the reaction product. The product is: [C:6]1([C:4]2[C:3]3[C:2](=[CH:15][CH:14]=[CH:13][CH:12]=3)[N:1]=[C:16]([C:19]3[S:23][C:22]([CH2:24][C:25]([O:27][CH3:28])=[O:26])=[CH:21][CH:20]=3)[CH:17]=2)[CH:11]=[CH:10][CH:9]=[CH:8][CH:7]=1. (2) Given the reactants [C:1]([O:5][C:6]([N:8]1[CH2:13][CH2:12][C:11]([C:15]2[CH:16]=[C:17]([C:25]([OH:27])=[O:26])[C:18]3[C:23]([CH:24]=2)=[CH:22][CH:21]=[CH:20][CH:19]=3)([OH:14])[CH2:10][CH2:9]1)=[O:7])([CH3:4])([CH3:3])[CH3:2].[CH3:28][Si](C=[N+]=[N-])(C)C.C(O)(=O)C, predict the reaction product. The product is: [OH:14][C:11]1([C:15]2[CH:16]=[C:17]([C:25]([O:27][CH3:28])=[O:26])[C:18]3[C:23](=[CH:22][CH:21]=[CH:20][CH:19]=3)[CH:24]=2)[CH2:12][CH2:13][N:8]([C:6]([O:5][C:1]([CH3:4])([CH3:2])[CH3:3])=[O:7])[CH2:9][CH2:10]1. (3) Given the reactants [NH2:1][C:2](=[O:20])[CH:3]([NH:10][C:11]1[CH:12]=[C:13](B(O)O)[CH:14]=[N:15][CH:16]=1)[C:4]1[CH:9]=[CH:8][CH:7]=[CH:6][CH:5]=1.Br[C:22]1[CH:23]=[C:24]2[C:28](=[CH:29][CH:30]=1)[NH:27][C:26](=[O:31])[CH2:25]2.C(=O)([O-])[O-].[K+].[K+], predict the reaction product. The product is: [O:31]=[C:26]1[CH2:25][C:24]2[C:28](=[CH:29][CH:30]=[C:22]([C:13]3[CH:12]=[C:11]([NH:10][CH:3]([C:4]4[CH:9]=[CH:8][CH:7]=[CH:6][CH:5]=4)[C:2]([NH2:1])=[O:20])[CH:16]=[N:15][CH:14]=3)[CH:23]=2)[NH:27]1.